Dataset: Reaction yield outcomes from USPTO patents with 853,638 reactions. Task: Predict the reaction yield, written as a fraction of the theoretical maximum amount of product (1.0 means a 100% yield; for example, 0.34 means a 34% yield). (1) The reactants are Cl[CH2:2][C:3]1[CH:8]=[CH:7][C:6]([C:9]2[C:10]([NH:15][S:16]([C:19]3[CH:24]=[CH:23][CH:22]=[CH:21][C:20]=3[C:25]([F:28])([F:27])[F:26])(=[O:18])=[O:17])=[N:11][CH:12]=[CH:13][N:14]=2)=[CH:5][CH:4]=1.[NH:29]1[C:37]2[C:32](=[CH:33][CH:34]=[CH:35][CH:36]=2)[CH2:31][CH2:30]1. No catalyst specified. The product is [N:29]1([CH2:2][C:3]2[CH:8]=[CH:7][C:6]([C:9]3[C:10]([NH:15][S:16]([C:19]4[CH:24]=[CH:23][CH:22]=[CH:21][C:20]=4[C:25]([F:28])([F:27])[F:26])(=[O:18])=[O:17])=[N:11][CH:12]=[CH:13][N:14]=3)=[CH:5][CH:4]=2)[C:37]2[C:32](=[CH:33][CH:34]=[CH:35][CH:36]=2)[CH2:31][CH2:30]1. The yield is 0.660. (2) The reactants are [CH3:1][C:2]1[CH:3]=[C:4]([C:8]2[O:12][N:11]=[C:10]([CH:13]([N:15]3[CH2:20][CH2:19][NH:18][CH2:17][CH2:16]3)[CH3:14])[N:9]=2)[CH:5]=[CH:6][CH:7]=1.CCN(CC)CC.[CH2:28]([O:30][C:31](Cl)=[O:32])[CH3:29]. The catalyst is ClCCl. The product is [CH2:28]([O:30][C:31]([N:18]1[CH2:17][CH2:16][N:15]([CH:13]([C:10]2[N:9]=[C:8]([C:4]3[CH:5]=[CH:6][CH:7]=[C:2]([CH3:1])[CH:3]=3)[O:12][N:11]=2)[CH3:14])[CH2:20][CH2:19]1)=[O:32])[CH3:29]. The yield is 0.650.